From a dataset of Reaction yield outcomes from USPTO patents with 853,638 reactions. Predict the reaction yield, written as a fraction of the theoretical maximum amount of product (1.0 means a 100% yield; for example, 0.34 means a 34% yield). The reactants are [OH:1][C:2]1[CH:10]=[CH:9][CH:8]=[C:7]([CH3:11])[C:3]=1[C:4]([OH:6])=[O:5].[Br:12]N1C(=O)CCC1=O.S(=O)(=O)(O)[O-].[Na+]. The catalyst is C(#N)C. The product is [Br:12][C:8]1[C:7]([CH3:11])=[C:3]([C:2]([OH:1])=[CH:10][CH:9]=1)[C:4]([OH:6])=[O:5]. The yield is 0.800.